From a dataset of Full USPTO retrosynthesis dataset with 1.9M reactions from patents (1976-2016). Predict the reactants needed to synthesize the given product. (1) The reactants are: [NH:1]1[C:5]2[CH:6]=[CH:7][C:8]([S:10](CNC(=O)OCC3C=CC=CC=3)(=[O:12])=[O:11])=[CH:9][C:4]=2[N:3]=[CH:2]1.Cl[C:26]1[CH:31]=[C:30]([Cl:32])[N:29]=[CH:28][N:27]=1.C[CH2:34][N:35](CC)CC.CCOC(C)=O. Given the product [Cl:32][C:30]1[N:29]=[CH:28][N:27]=[C:26]([N:3]2[C:4]3[CH:9]=[C:8]([S:10]([NH:35][CH3:34])(=[O:11])=[O:12])[CH:7]=[CH:6][C:5]=3[N:1]=[CH:2]2)[CH:31]=1, predict the reactants needed to synthesize it. (2) Given the product [Cl:1][C:2]1[CH:29]=[CH:28][C:5]2[N:6]([C@@H:23]3[CH2:27][CH2:26][N:25]([C:30](=[O:33])[CH2:31][CH3:32])[CH2:24]3)[C:7]([CH2:9][N:10]3[C:18]4[C:13](=[CH:14][CH:15]=[CH:16][CH:17]=4)[C:12]([S:19]([CH3:22])(=[O:21])=[O:20])=[N:11]3)=[N:8][C:4]=2[CH:3]=1, predict the reactants needed to synthesize it. The reactants are: [Cl:1][C:2]1[CH:29]=[CH:28][C:5]2[N:6]([C@@H:23]3[CH2:27][CH2:26][NH:25][CH2:24]3)[C:7]([CH2:9][N:10]3[C:18]4[C:13](=[CH:14][CH:15]=[CH:16][CH:17]=4)[C:12]([S:19]([CH3:22])(=[O:21])=[O:20])=[N:11]3)=[N:8][C:4]=2[CH:3]=1.[C:30](O)(=[O:33])[CH2:31][CH3:32].C(OC(=O)C)(=O)C. (3) Given the product [OH:34][CH2:33][C@@H:25]([NH:24][C:23]1[CH:22]=[CH:21][NH:20][C:19](=[O:35])[C:18]=1[C:16]1[NH:15][C:14]2[CH:36]=[C:10]([N:7]3[CH2:6][CH2:5][NH:4][CH2:9][CH2:8]3)[CH:11]=[C:12]([CH3:37])[C:13]=2[N:17]=1)[CH2:26][C:27]1[CH:28]=[CH:29][CH:30]=[CH:31][CH:32]=1, predict the reactants needed to synthesize it. The reactants are: C([N:4]1[CH2:9][CH2:8][N:7]([C:10]2[CH:11]=[C:12]([CH3:37])[C:13]3[N:17]=[C:16]([C:18]4[C:19](=[O:35])[NH:20][CH:21]=[CH:22][C:23]=4[NH:24][C@H:25]([CH2:33][OH:34])[CH2:26][C:27]4[CH:32]=[CH:31][CH:30]=[CH:29][CH:28]=4)[NH:15][C:14]=3[CH:36]=2)[CH2:6][CH2:5]1)(=O)C.O. (4) Given the product [C:13]([O:17][C:18]([N:20]1[CH2:24][CH2:23][CH2:22][C@H:21]1[CH2:25][N:26]([CH2:11][C:3]1[N:2]=[N:1][C:10]2[C:5]([CH:4]=1)=[CH:6][CH:7]=[CH:8][CH:9]=2)[C:61]([C:52]1[CH:51]=[C:50]([O:49][CH3:48])[C:55]2[O:56][C:57]([CH3:60])([CH3:59])[O:58][C:54]=2[CH:53]=1)=[O:62])=[O:19])([CH3:16])([CH3:15])[CH3:14], predict the reactants needed to synthesize it. The reactants are: [N:1]1[C:10]2[C:5](=[CH:6][CH:7]=[CH:8][CH:9]=2)[CH:4]=[C:3]([CH:11]=O)[N:2]=1.[C:13]([O:17][C:18]([N:20]1[CH2:24][CH2:23][CH2:22][C@H:21]1[CH2:25][NH2:26])=[O:19])([CH3:16])([CH3:15])[CH3:14].C(O[BH-](OC(=O)C)OC(=O)C)(=O)C.[Na+].C(N(CC)CC)C.[CH3:48][O:49][C:50]1[C:55]2[O:56][C:57]([CH3:60])([CH3:59])[O:58][C:54]=2[CH:53]=[C:52]([C:61](Cl)=[O:62])[CH:51]=1. (5) Given the product [NH2:22][CH2:21][CH2:20][NH:19][C:17]([C:12]1[CH:13]=[N:14][C:15]2[C:10]([CH:11]=1)=[CH:9][CH:8]=[C:7]([O:6][CH2:5][C:4]1[CH:30]=[CH:31][CH:32]=[C:2]([Cl:1])[CH:3]=1)[CH:16]=2)=[O:18].[C:33]([OH:39])([C:35]([F:38])([F:37])[F:36])=[O:34], predict the reactants needed to synthesize it. The reactants are: [Cl:1][C:2]1[CH:3]=[C:4]([CH:30]=[CH:31][CH:32]=1)[CH2:5][O:6][C:7]1[CH:16]=[C:15]2[C:10]([CH:11]=[C:12]([C:17]([NH:19][CH2:20][CH2:21][NH:22]C(=O)OC(C)(C)C)=[O:18])[CH:13]=[N:14]2)=[CH:9][CH:8]=1.[C:33]([OH:39])([C:35]([F:38])([F:37])[F:36])=[O:34].